This data is from Forward reaction prediction with 1.9M reactions from USPTO patents (1976-2016). The task is: Predict the product of the given reaction. (1) Given the reactants [F:1][C:2]([F:21])([F:20])[C:3]1[CH:8]=[CH:7][C:6]([NH:9][C:10]2[C:11]3[CH2:19][CH2:18][NH:17][CH2:16][C:12]=3[N:13]=[CH:14][N:15]=2)=[CH:5][CH:4]=1.Cl[C:23]1[C:28]([C:29]([F:32])([F:31])[F:30])=[CH:27][CH:26]=[CH:25][N:24]=1.C(N(CC)C(C)C)(C)C, predict the reaction product. The product is: [F:21][C:2]([F:1])([F:20])[C:3]1[CH:4]=[CH:5][C:6]([NH:9][C:10]2[C:11]3[CH2:19][CH2:18][N:17]([C:23]4[C:28]([C:29]([F:32])([F:31])[F:30])=[CH:27][CH:26]=[CH:25][N:24]=4)[CH2:16][C:12]=3[N:13]=[CH:14][N:15]=2)=[CH:7][CH:8]=1. (2) Given the reactants NC[C:3]1[CH:4]=[CH:5][C:6]([N:13]2[CH:17]=[CH:16][N:15]=[CH:14]2)=[C:7]([CH:12]=1)[C:8]([O:10][CH3:11])=[O:9].[F:18][C:19]1[CH:20]=[C:21]([CH:33]=[CH:34][C:35]=1[F:36])[CH2:22][NH:23][C:24](=[O:32])[C:25]1[CH:30]=[CH:29][CH:28]=[N:27][C:26]=1F.CC[N:39](CC)CC, predict the reaction product. The product is: [F:18][C:19]1[CH:20]=[C:21]([CH:33]=[CH:34][C:35]=1[F:36])[CH2:22][NH:23][C:24]([C:25]1[C:26]([NH:39][CH2:11][O:10][C:8](=[O:9])[C:7]2[CH:12]=[CH:3][CH:4]=[CH:5][C:6]=2[N:13]2[CH:17]=[CH:16][N:15]=[CH:14]2)=[N:27][CH:28]=[CH:29][CH:30]=1)=[O:32]. (3) Given the reactants [NH:1]1[CH2:7][CH2:6][CH2:5][C:4](=O)[C:3]2[CH:9]=[CH:10][CH:11]=[CH:12][C:2]1=2.O.NN.[OH-].[K+].Cl, predict the reaction product. The product is: [NH:1]1[CH2:7][CH2:6][CH2:5][CH2:4][C:3]2[CH:9]=[CH:10][CH:11]=[CH:12][C:2]1=2. (4) Given the reactants [O:1]=[C:2]1[O:3][CH2:4][CH2:5]/[C:6]/1=[CH:7]/[C:8]1[CH:13]=[C:12]([NH:14][C:15](=[O:20])[C:16]([F:19])([F:18])[F:17])[CH:11]=[CH:10][C:9]=1[S:21](Cl)(=[O:23])=[O:22].[NH2:25][C:26]1[CH:27]=[CH:28][C:29]2[CH2:33][O:32][B:31]([OH:34])[C:30]=2[CH:35]=1.N1C=CC=CC=1, predict the reaction product. The product is: [F:17][C:16]([F:19])([F:18])[C:15]([NH:14][C:12]1[CH:11]=[CH:10][C:9]([S:21](=[O:23])(=[O:22])[NH:25][C:26]2[CH:27]=[CH:28][C:29]3[CH2:33][O:32][B:31]([OH:34])[C:30]=3[CH:35]=2)=[C:8](/[CH:7]=[C:6]2\[C:2](=[O:1])[O:3][CH2:4][CH2:5]\2)[CH:13]=1)=[O:20]. (5) Given the reactants [C:1]([NH:5][C:6]([C:8]1[C:16]2[C:11](=[N:12][CH:13]=[C:14]([NH:17][C:18]3[CH:19]=[N:20][N:21]([CH3:24])[C:22]=3[CH3:23])[N:15]=2)[N:10](COCC[Si](C)(C)C)[CH:9]=1)=[O:7])([CH3:4])([CH3:3])[CH3:2].FC(F)(F)C(O)=O, predict the reaction product. The product is: [C:1]([NH:5][C:6]([C:8]1[C:16]2[C:11](=[N:12][CH:13]=[C:14]([NH:17][C:18]3[CH:19]=[N:20][N:21]([CH3:24])[C:22]=3[CH3:23])[N:15]=2)[NH:10][CH:9]=1)=[O:7])([CH3:4])([CH3:3])[CH3:2]. (6) Given the reactants C(C1NC2C(=NC=NC=2N2CCN(C(=O)[CH2:19][C:20]3[CH:25]=[CH:24][CH:23]=[CH:22][CH:21]=3)CC2)N=1)C.[CH2:27]([C:29]1[S:37][C:36]2[N:35]=[C:34]([CH2:38][CH2:39][CH3:40])[N:33]=[C:32]([N:41]3[CH2:46][CH2:45][N:44]([C:47](OC(C)(C)C)=[O:48])[CH2:43][CH2:42]3)[C:31]=2[CH:30]=1)[CH3:28], predict the reaction product. The product is: [CH2:27]([C:29]1[S:37][C:36]2[N:35]=[C:34]([CH2:38][CH2:39][CH3:40])[N:33]=[C:32]([N:41]3[CH2:42][CH2:43][N:44]([C:47](=[O:48])[CH2:19][C:20]4[CH:25]=[CH:24][CH:23]=[CH:22][CH:21]=4)[CH2:45][CH2:46]3)[C:31]=2[CH:30]=1)[CH3:28]. (7) Given the reactants [Cl:1][C:2]1[CH:3]=[C:4]([C:9]2[CH:18]=[CH:17][C:12]([C:13]([O:15][CH3:16])=[O:14])=[CH:11][C:10]=2[O:19][CH3:20])[CH:5]=[N:6][C:7]=1F.[Cl:21][C:22]1[CH:23]=[C:24]([OH:29])[CH:25]=[C:26]([Cl:28])[CH:27]=1.C([O-])([O-])=O.[Cs+].[Cs+], predict the reaction product. The product is: [Cl:1][C:2]1[CH:3]=[C:4]([C:9]2[CH:18]=[CH:17][C:12]([C:13]([O:15][CH3:16])=[O:14])=[CH:11][C:10]=2[O:19][CH3:20])[CH:5]=[N:6][C:7]=1[O:29][C:24]1[CH:23]=[C:22]([Cl:21])[CH:27]=[C:26]([Cl:28])[CH:25]=1.